From a dataset of Full USPTO retrosynthesis dataset with 1.9M reactions from patents (1976-2016). Predict the reactants needed to synthesize the given product. (1) Given the product [OH:13][CH2:12][CH2:11][C@H:9]1[CH2:10][C@@H:8]1[C:5]1[CH:6]=[CH:7][C:2]([C:19]2[CH:20]=[CH:21][C:16]([C:14]#[N:15])=[CH:17][CH:18]=2)=[CH:3][CH:4]=1, predict the reactants needed to synthesize it. The reactants are: Br[C:2]1[CH:7]=[CH:6][C:5]([C@H:8]2[CH2:10][C@@H:9]2[CH2:11][CH2:12][OH:13])=[CH:4][CH:3]=1.[C:14]([C:16]1[CH:21]=[CH:20][C:19](B(O)O)=[CH:18][CH:17]=1)#[N:15].C([O-])([O-])=O.[Cs+].[Cs+]. (2) Given the product [N:18]1([CH2:2][CH2:3][O:4][CH:5]2[CH2:10][CH2:9][N:8]([C:11]([O:13][C:14]([CH3:17])([CH3:16])[CH3:15])=[O:12])[CH2:7][CH2:6]2)[CH2:23][CH2:22][CH2:21][CH2:20][CH2:19]1, predict the reactants needed to synthesize it. The reactants are: O=[C:2]([N:18]1[CH2:23][CH2:22][CH2:21][CH2:20][CH2:19]1)[CH2:3][O:4][CH:5]1[CH2:10][CH2:9][N:8]([C:11]([O:13][C:14]([CH3:17])([CH3:16])[CH3:15])=[O:12])[CH2:7][CH2:6]1. (3) Given the product [CH2:7]([NH:12][C:15]([C:17]1[N:18]=[CH:19][C:20]([N:23]2[CH2:24][CH2:25][N:26]([C:29](=[O:40])[C:30]3[CH:35]=[CH:34][CH:33]=[CH:32][C:31]=3[C:36]([F:39])([F:38])[F:37])[CH2:27][CH2:28]2)=[N:21][CH:22]=1)=[O:14])[CH2:8][CH2:9][CH2:10][CH3:11], predict the reactants needed to synthesize it. The reactants are: CC(C)([O-])C.[K+].[CH2:7]([NH2:12])[CH2:8][CH2:9][CH2:10][CH3:11].C[O:14][C:15]([C:17]1[N:18]=[CH:19][C:20]([N:23]2[CH2:28][CH2:27][N:26]([C:29](=[O:40])[C:30]3[CH:35]=[CH:34][CH:33]=[CH:32][C:31]=3[C:36]([F:39])([F:38])[F:37])[CH2:25][CH2:24]2)=[N:21][CH:22]=1)=O. (4) Given the product [CH3:21][C:2]1([CH3:1])[O:6][C@H:5]([CH2:7][O:8][C:9]2[CH:10]=[CH:11][C:12]([C:13]([NH:15][OH:16])=[NH:14])=[C:17]([O:22][CH3:23])[CH:18]=2)[CH2:4][O:3]1, predict the reactants needed to synthesize it. The reactants are: [CH3:1][C:2]1([CH3:21])[O:6][CH:5]([CH2:7][O:8][C:9]2[C:18](C)=[CH:17][C:12]([C:13]([NH:15][OH:16])=[NH:14])=[CH:11][C:10]=2C)[CH2:4][O:3]1.[OH:22][C:23]1C=CC(C#N)=C(OC)C=1.CC1(C)O[C@H](CO)CO1.